From a dataset of Reaction yield outcomes from USPTO patents with 853,638 reactions. Predict the reaction yield, written as a fraction of the theoretical maximum amount of product (1.0 means a 100% yield; for example, 0.34 means a 34% yield). (1) The reactants are C([O:3][C:4](=O)[CH2:5][CH:6]1[C:11](=O)[NH:10][CH2:9][CH2:8][NH:7]1)C.[H-].[H-].[H-].[H-].[Li+].[Al+3].O. The catalyst is C1COCC1. The product is [NH:7]1[CH2:8][CH2:9][NH:10][CH2:11][CH:6]1[CH2:5][CH2:4][OH:3]. The yield is 1.00. (2) The reactants are Cl[S:2]([C:5]1[CH:19]=[CH:18][C:8]([O:9][C:10]([CH3:17])([CH3:16])[C:11]([O:13][CH2:14][CH3:15])=[O:12])=[CH:7][CH:6]=1)(=O)=O.CCO.[Sn].Cl. The catalyst is C(Cl)Cl. The product is [CH3:17][C:10]([O:9][C:8]1[CH:7]=[CH:6][C:5]([SH:2])=[CH:19][CH:18]=1)([CH3:16])[C:11]([O:13][CH2:14][CH3:15])=[O:12]. The yield is 0.750.